Dataset: Full USPTO retrosynthesis dataset with 1.9M reactions from patents (1976-2016). Task: Predict the reactants needed to synthesize the given product. (1) Given the product [C:44]([C:48]1[N:53]=[C:52]([N:54]2[CH2:55][CH2:56][N:57]([CH2:60][CH2:61][CH2:62][CH2:63][NH:64][C:10]([C:2]3[N:1]=[C:5]4[CH:6]=[CH:7][CH:8]=[CH:9][N:4]4[CH:3]=3)=[O:12])[CH2:58][CH2:59]2)[CH:51]=[C:50]([CH3:65])[N:49]=1)([CH3:47])([CH3:46])[CH3:45], predict the reactants needed to synthesize it. The reactants are: [N:1]1[C:2]([C:10]([OH:12])=O)=[CH:3][N:4]2[CH:9]=[CH:8][CH:7]=[CH:6][C:5]=12.F[P-](F)(F)(F)(F)F.N1(OC(N(C)C)=[N+](C)C)C2N=CC=CC=2N=N1.C(N(CC)CC)C.[C:44]([C:48]1[N:53]=[C:52]([N:54]2[CH2:59][CH2:58][N:57]([CH2:60][CH2:61][CH2:62][CH2:63][NH2:64])[CH2:56][CH2:55]2)[CH:51]=[C:50]([CH3:65])[N:49]=1)([CH3:47])([CH3:46])[CH3:45]. (2) Given the product [C:1]([O:5][C:6]([N:8]1[CH2:13][CH2:12][N:11]([C:25](=[O:26])[CH2:24][Cl:23])[CH2:10][CH2:9]1)=[O:7])([CH3:4])([CH3:2])[CH3:3], predict the reactants needed to synthesize it. The reactants are: [C:1]([O:5][C:6]([N:8]1[CH2:13][CH2:12][NH:11][CH2:10][CH2:9]1)=[O:7])([CH3:4])([CH3:3])[CH3:2].CCN(C(C)C)C(C)C.[Cl:23][CH2:24][C:25](Cl)=[O:26].